Regression. Given two drug SMILES strings and cell line genomic features, predict the synergy score measuring deviation from expected non-interaction effect. From a dataset of NCI-60 drug combinations with 297,098 pairs across 59 cell lines. (1) Drug 1: C1=CN(C(=O)N=C1N)C2C(C(C(O2)CO)O)O.Cl. Drug 2: CN1C2=C(C=C(C=C2)N(CCCl)CCCl)N=C1CCCC(=O)O.Cl. Cell line: OVCAR3. Synergy scores: CSS=6.75, Synergy_ZIP=0.278, Synergy_Bliss=4.22, Synergy_Loewe=-10.5, Synergy_HSA=-0.409. (2) Drug 1: CCC1=CC2CC(C3=C(CN(C2)C1)C4=CC=CC=C4N3)(C5=C(C=C6C(=C5)C78CCN9C7C(C=CC9)(C(C(C8N6C)(C(=O)OC)O)OC(=O)C)CC)OC)C(=O)OC.C(C(C(=O)O)O)(C(=O)O)O. Drug 2: COC1=CC(=CC(=C1O)OC)C2C3C(COC3=O)C(C4=CC5=C(C=C24)OCO5)OC6C(C(C7C(O6)COC(O7)C8=CC=CS8)O)O. Cell line: IGROV1. Synergy scores: CSS=53.9, Synergy_ZIP=2.15, Synergy_Bliss=2.95, Synergy_Loewe=4.99, Synergy_HSA=8.43. (3) Drug 1: C1C(C(OC1N2C=NC3=C(N=C(N=C32)Cl)N)CO)O. Drug 2: CN(CCCl)CCCl.Cl. Cell line: NCI-H322M. Synergy scores: CSS=2.74, Synergy_ZIP=-0.279, Synergy_Bliss=2.75, Synergy_Loewe=-3.52, Synergy_HSA=-0.379. (4) Drug 1: COC1=NC(=NC2=C1N=CN2C3C(C(C(O3)CO)O)O)N. Synergy scores: CSS=-0.836, Synergy_ZIP=0.491, Synergy_Bliss=0.439, Synergy_Loewe=-8.59, Synergy_HSA=-4.89. Cell line: IGROV1. Drug 2: C(CCl)NC(=O)N(CCCl)N=O. (5) Cell line: OVCAR-5. Synergy scores: CSS=15.5, Synergy_ZIP=-1.45, Synergy_Bliss=4.65, Synergy_Loewe=-13.2, Synergy_HSA=2.79. Drug 1: CC1=C(C=C(C=C1)NC2=NC=CC(=N2)N(C)C3=CC4=NN(C(=C4C=C3)C)C)S(=O)(=O)N.Cl. Drug 2: CCC1(C2=C(COC1=O)C(=O)N3CC4=CC5=C(C=CC(=C5CN(C)C)O)N=C4C3=C2)O.Cl. (6) Drug 1: CC1OCC2C(O1)C(C(C(O2)OC3C4COC(=O)C4C(C5=CC6=C(C=C35)OCO6)C7=CC(=C(C(=C7)OC)O)OC)O)O. Drug 2: C1=CC=C(C=C1)NC(=O)CCCCCCC(=O)NO. Cell line: SNB-19. Synergy scores: CSS=22.9, Synergy_ZIP=-4.89, Synergy_Bliss=-3.72, Synergy_Loewe=-8.78, Synergy_HSA=-3.40. (7) Drug 1: CC=C1C(=O)NC(C(=O)OC2CC(=O)NC(C(=O)NC(CSSCCC=C2)C(=O)N1)C(C)C)C(C)C. Drug 2: CCCCC(=O)OCC(=O)C1(CC(C2=C(C1)C(=C3C(=C2O)C(=O)C4=C(C3=O)C=CC=C4OC)O)OC5CC(C(C(O5)C)O)NC(=O)C(F)(F)F)O. Cell line: COLO 205. Synergy scores: CSS=56.5, Synergy_ZIP=-0.151, Synergy_Bliss=-2.18, Synergy_Loewe=-2.77, Synergy_HSA=-0.172.